Dataset: Peptide-MHC class I binding affinity with 185,985 pairs from IEDB/IMGT. Task: Regression. Given a peptide amino acid sequence and an MHC pseudo amino acid sequence, predict their binding affinity value. This is MHC class I binding data. (1) The peptide sequence is AHYEEDVNL. The MHC is HLA-B15:09 with pseudo-sequence HLA-B15:09. The binding affinity (normalized) is 0.307. (2) The binding affinity (normalized) is 0.0847. The MHC is HLA-B07:02 with pseudo-sequence HLA-B07:02. The peptide sequence is SAYYLDIGF. (3) The peptide sequence is RLVDGVGGI. The MHC is HLA-A02:01 with pseudo-sequence HLA-A02:01. The binding affinity (normalized) is 0.503. (4) The peptide sequence is GRVIPRMLY. The MHC is HLA-B58:01 with pseudo-sequence HLA-B58:01. The binding affinity (normalized) is 0.0847. (5) The binding affinity (normalized) is 0.303. The peptide sequence is EHFYWGSVF. The MHC is HLA-B15:01 with pseudo-sequence HLA-B15:01. (6) The peptide sequence is DTTTDISKY. The MHC is HLA-A80:01 with pseudo-sequence HLA-A80:01. The binding affinity (normalized) is 0.149. (7) The peptide sequence is FMFNELLAL. The MHC is HLA-B57:01 with pseudo-sequence HLA-B57:01. The binding affinity (normalized) is 0.0847.